This data is from Peptide-MHC class II binding affinity with 134,281 pairs from IEDB. The task is: Regression. Given a peptide amino acid sequence and an MHC pseudo amino acid sequence, predict their binding affinity value. This is MHC class II binding data. (1) The peptide sequence is DAYICAIRRAKSFIY. The MHC is DRB4_0101 with pseudo-sequence DRB4_0103. The binding affinity (normalized) is 0.819. (2) The peptide sequence is PKGGAESSSKAALTS. The MHC is HLA-DPA10201-DPB10501 with pseudo-sequence HLA-DPA10201-DPB10501. The binding affinity (normalized) is 0.109.